Dataset: Forward reaction prediction with 1.9M reactions from USPTO patents (1976-2016). Task: Predict the product of the given reaction. (1) The product is: [NH2:21][C:20]1[O:1][N:2]=[C:3]([C:4]2[CH:9]=[CH:8][C:7]([O:10][C:11]([F:14])([F:13])[F:12])=[CH:6][CH:5]=2)[C:19]=1[C:18]([O:17][CH3:16])=[O:22]. Given the reactants [OH:1][N:2]=[C:3](Cl)[C:4]1[CH:9]=[CH:8][C:7]([O:10][C:11]([F:14])([F:13])[F:12])=[CH:6][CH:5]=1.[CH3:16][O:17][C:18](=[O:22])[CH2:19][C:20]#[N:21].C[O-].[Na+], predict the reaction product. (2) Given the reactants CS(O[CH2:6][CH2:7][O:8][C:9]1[CH:14]=[CH:13][C:12]([CH:15]2[CH2:20][CH2:19][N:18]([C:21]([O:23][C:24]([CH3:27])([CH3:26])[CH3:25])=[O:22])[CH2:17][CH:16]2[O:28][CH2:29][C:30]2[CH:39]=[CH:38][C:37]3[C:32](=[CH:33][CH:34]=[CH:35][CH:36]=3)[CH:31]=2)=[CH:11][CH:10]=1)(=O)=O.[N-:40]=[N+:41]=[N-:42].[Na+], predict the reaction product. The product is: [N:40]([CH2:6][CH2:7][O:8][C:9]1[CH:10]=[CH:11][C:12]([CH:15]2[CH2:20][CH2:19][N:18]([C:21]([O:23][C:24]([CH3:27])([CH3:26])[CH3:25])=[O:22])[CH2:17][CH:16]2[O:28][CH2:29][C:30]2[CH:39]=[CH:38][C:37]3[C:32](=[CH:33][CH:34]=[CH:35][CH:36]=3)[CH:31]=2)=[CH:13][CH:14]=1)=[N+:41]=[N-:42]. (3) Given the reactants [NH2:1][C:2]1[C:3](Cl)=[N:4][CH:5]=[N:6][C:7]=1[Cl:8].[CH3:10][O:11][C:12]1[CH:19]=[CH:18][C:15]([CH2:16][NH2:17])=[CH:14][CH:13]=1.C(N(C(C)C)CC)(C)C, predict the reaction product. The product is: [NH2:1][C:2]1[C:7]([Cl:8])=[N:6][CH:5]=[N:4][C:3]=1[NH:17][CH2:16][C:15]1[CH:18]=[CH:19][C:12]([O:11][CH3:10])=[CH:13][CH:14]=1. (4) Given the reactants [CH3:1][O:2][C:3]1[CH:11]=[CH:10][C:6]([C:7](O)=[O:8])=[CH:5][C:4]=1[N+:12]([O-:14])=[O:13].C(Cl)(=O)C([Cl:18])=O, predict the reaction product. The product is: [CH3:1][O:2][C:3]1[CH:11]=[CH:10][C:6]([C:7]([Cl:18])=[O:8])=[CH:5][C:4]=1[N+:12]([O-:14])=[O:13]. (5) Given the reactants [CH3:1][N:2]1[C:7]2=[N:8][CH2:9][CH2:10][CH2:11][N:6]2[CH2:5][CH2:4][CH2:3]1.[ClH:12], predict the reaction product. The product is: [ClH:12].[CH3:1][N:2]1[C:7]2=[N:8][CH2:9][CH2:10][CH2:11][N:6]2[CH2:5][CH2:4][CH2:3]1. (6) Given the reactants C(C1C(=O)C(Cl)=C(Cl)C(=O)C=1C#N)#N.C1C=CC(P(C2C=CC=CC=2)C2C=CC=CC=2)=CC=1.[Br:34][C:35]1[CH:44]=[C:43]2[C:38]([NH:39][CH2:40][C@H:41]([CH2:45][CH2:46]O)[NH:42]2)=[CH:37][CH:36]=1, predict the reaction product. The product is: [Br:34][C:35]1[CH:36]=[CH:37][C:38]2[N:39]3[CH2:40][C@@H:41]([NH:42][C:43]=2[CH:44]=1)[CH2:45][CH2:46]3. (7) Given the reactants [N:1]1([CH2:7][CH2:8][NH2:9])[CH2:6][CH2:5][CH2:4][CH2:3][CH2:2]1.Cl[C:11]1[N:12]=[N+:13]([O-:21])[C:14]2[CH:20]=[CH:19][CH:18]=[CH:17][C:15]=2[N:16]=1, predict the reaction product. The product is: [N:1]1([CH2:7][CH2:8][NH:9][C:11]2[N:12]=[N+:13]([O-:21])[C:14]3[CH:20]=[CH:19][CH:18]=[CH:17][C:15]=3[N:16]=2)[CH2:6][CH2:5][CH2:4][CH2:3][CH2:2]1.